Dataset: Forward reaction prediction with 1.9M reactions from USPTO patents (1976-2016). Task: Predict the product of the given reaction. Given the reactants C(N(CC)[C:4](=[O:29])[CH2:5][O:6][C:7]1[CH:8]=[CH:9][CH:10]=[C:11]2[C:15]=1[NH:14][CH:13]=[C:12]2[CH2:16][C@H:17]([NH:19][CH2:20][C@H:21]([OH:28])[C:22]1[CH:23]=[N:24][CH:25]=[CH:26][CH:27]=1)[CH3:18])C.[OH-].[K+].C([OH:36])C.C(O)(=O)C, predict the reaction product. The product is: [OH:28][C@H:21]([C:22]1[CH:23]=[N:24][CH:25]=[CH:26][CH:27]=1)[CH2:20][NH:19][C@H:17]([CH3:18])[CH2:16][C:12]1[C:11]2[C:15](=[C:7]([O:6][CH2:5][C:4]([OH:29])=[O:36])[CH:8]=[CH:9][CH:10]=2)[NH:14][CH:13]=1.